This data is from Forward reaction prediction with 1.9M reactions from USPTO patents (1976-2016). The task is: Predict the product of the given reaction. (1) Given the reactants CC([Si](C)(C)[O:6][CH2:7][CH:8]1[N:13]([N:14]=O)[CH2:12][CH2:11][N:10]([CH2:16][CH2:17][C:18]2[C:19]([F:30])=[CH:20][N:21]=[C:22]3[C:27]=2[N:26]=[C:25]([O:28][CH3:29])[CH:24]=[CH:23]3)[CH2:9]1)(C)C.[H-].[H-].[H-].[H-].[Li+].[Al+3], predict the reaction product. The product is: [NH2:14][N:13]1[CH2:12][CH2:11][N:10]([CH2:16][CH2:17][C:18]2[C:27]3[C:22](=[CH:23][CH:24]=[C:25]([O:28][CH3:29])[N:26]=3)[N:21]=[CH:20][C:19]=2[F:30])[CH2:9][CH:8]1[CH2:7][OH:6]. (2) Given the reactants [Cl:1][C:2]1[CH:7]=[CH:6][C:5]([C:8]2[C:9](=[O:24])[C:10]3[C:11]([O:19][C:20]=2[CH:21]([CH3:23])[CH3:22])=[C:12]2[C:16](=[CH:17][CH:18]=3)[NH:15][N:14]=[CH:13]2)=[CH:4][CH:3]=1.[OH-].[K+].[I:27]I, predict the reaction product. The product is: [Cl:1][C:2]1[CH:3]=[CH:4][C:5]([C:8]2[C:9](=[O:24])[C:10]3[C:11]([O:19][C:20]=2[CH:21]([CH3:22])[CH3:23])=[C:12]2[C:16](=[CH:17][CH:18]=3)[NH:15][N:14]=[C:13]2[I:27])=[CH:6][CH:7]=1. (3) Given the reactants [O:1]([CH2:8][C@@H:9]1[CH2:11][O:10]1)[C:2]1[CH:7]=[CH:6][CH:5]=[CH:4][CH:3]=1.[C:12]([O:16][C:17]([N:19]1[CH2:24][CH2:23][CH:22]([NH2:25])[CH2:21][CH2:20]1)=[O:18])([CH3:15])([CH3:14])[CH3:13], predict the reaction product. The product is: [C:12]([O:16][C:17]([N:19]1[CH2:24][CH2:23][CH:22]([NH:25][CH2:11][C@H:9]([OH:10])[CH2:8][O:1][C:2]2[CH:7]=[CH:6][CH:5]=[CH:4][CH:3]=2)[CH2:21][CH2:20]1)=[O:18])([CH3:15])([CH3:13])[CH3:14].